From a dataset of Catalyst prediction with 721,799 reactions and 888 catalyst types from USPTO. Predict which catalyst facilitates the given reaction. (1) Reactant: [CH3:1][C:2]1[CH:7]=[C:6]([CH3:8])[CH:5]=[CH:4][C:3]=1[N:9]1[CH2:14][CH2:13][N:12]([C:15]([C:17]2[CH:22]=[CH:21][C:20]([N:23]3[CH2:27][CH2:26][CH2:25][S:24]3(=[O:29])=[O:28])=[CH:19][C:18]=2[OH:30])=[O:16])[CH2:11][CH2:10]1.[C:31]([O:35][C:36](=[O:42])[NH:37][CH2:38][CH2:39][CH2:40]Br)([CH3:34])([CH3:33])[CH3:32].C(=O)([O-])[O-].[Cs+].[Cs+].CC(=O)CC. Product: [C:31]([O:35][C:36](=[O:42])[NH:37][CH2:38][CH2:39][CH2:40][O:30][C:18]1[CH:19]=[C:20]([N:23]2[CH2:27][CH2:26][CH2:25][S:24]2(=[O:29])=[O:28])[CH:21]=[CH:22][C:17]=1[C:15]([N:12]1[CH2:11][CH2:10][N:9]([C:3]2[CH:4]=[CH:5][C:6]([CH3:8])=[CH:7][C:2]=2[CH3:1])[CH2:14][CH2:13]1)=[O:16])([CH3:34])([CH3:33])[CH3:32]. The catalyst class is: 6. (2) Reactant: N.[CH3:2][O:3][C:4]([N:6](CC1C=CC=CC=1)[C@@H:7]([CH:11]1[CH2:16][CH2:15][CH:14]([C@@H:17]([C:22]([CH3:25])([CH3:24])[CH3:23])[O:18][SiH:19]([CH3:21])[CH3:20])[CH2:13][CH2:12]1)[CH2:8][CH:9]=[CH2:10])=[O:5].[Na]. Product: [CH3:2][O:3][C:4]([NH:6][C@@H:7]([CH:11]1[CH2:16][CH2:15][CH:14]([C@@H:17]([C:22]([CH3:25])([CH3:24])[CH3:23])[O:18][SiH:19]([CH3:21])[CH3:20])[CH2:13][CH2:12]1)[CH2:8][CH:9]=[CH2:10])=[O:5]. The catalyst class is: 1. (3) Reactant: [Br:1][C:2]1[CH:3]=[C:4]2[C:9](=[CH:10][CH:11]=1)[NH:8][C:7](=O)[CH2:6][CH2:5]2.COC1C=CC(P2(=S)SP(=S)(C3C=CC(OC)=CC=3)[S:22]2)=CC=1. Product: [Br:1][C:2]1[CH:3]=[C:4]2[C:9](=[CH:10][CH:11]=1)[NH:8][C:7](=[S:22])[CH2:6][CH2:5]2. The catalyst class is: 11. (4) The catalyst class is: 57. Reactant: FC(F)(F)S(O[C:7]1[CH:12]=[CH:11][C:10]([C:13]([C:24]2[CH:29]=[CH:28][C:27]([F:30])=[CH:26][CH:25]=2)=[C:14]2[CH2:19][C:18]([CH3:21])([CH3:20])[CH2:17][C:16]([CH3:23])([CH3:22])[CH2:15]2)=[CH:9][CH:8]=1)(=O)=O.C([O-])([O-])=O.[Na+].[Na+].[CH3:39][N:40]1[CH:44]=[C:43](B2OC(C)(C)C(C)(C)O2)[CH:42]=[N:41]1. Product: [F:30][C:27]1[CH:26]=[CH:25][C:24]([C:13](=[C:14]2[CH2:19][C:18]([CH3:20])([CH3:21])[CH2:17][C:16]([CH3:22])([CH3:23])[CH2:15]2)[C:10]2[CH:11]=[CH:12][C:7]([C:43]3[CH:42]=[N:41][N:40]([CH3:39])[CH:44]=3)=[CH:8][CH:9]=2)=[CH:29][CH:28]=1. (5) Reactant: [Cl:1][C:2]1[CH:7]=[CH:6][C:5]([B:8]([OH:10])[OH:9])=[C:4]([O:11]C)[CH:3]=1.B(Br)(Br)Br. Product: [Cl:1][C:2]1[CH:7]=[CH:6][C:5]([B:8]([OH:9])[OH:10])=[C:4]([OH:11])[CH:3]=1. The catalyst class is: 4. (6) Reactant: [Cl:1][C:2]1[C:7]([CH2:8]O)=[CH:6][C:5]([S:10]([NH2:13])(=[O:12])=[O:11])=[C:4]([F:14])[CH:3]=1.P(Br)(Br)[Br:16]. Product: [Br:16][CH2:8][C:7]1[C:2]([Cl:1])=[CH:3][C:4]([F:14])=[C:5]([S:10]([NH2:13])(=[O:12])=[O:11])[CH:6]=1. The catalyst class is: 2. (7) Reactant: [Cl:1][C:2]1[CH:3]=[CH:4][C:5]([CH3:8])=[N:6][CH:7]=1.[Br:9]N1C(=O)CCC1=O.N(C(C)(C)C#N)=NC(C)(C)C#N. Product: [Br:9][CH2:8][C:5]1[CH:4]=[CH:3][C:2]([Cl:1])=[CH:7][N:6]=1. The catalyst class is: 53. (8) Reactant: [CH2:1]([P:10](=[O:17])([O:14][CH2:15][CH3:16])[O:11][CH2:12][CH3:13])P(=O)(OCC)OCC.[H-].[Na+].[CH2:20]([C@@:24]1([CH2:47][CH3:48])[NH:30][C@H:29]([C:31]2[CH:36]=[CH:35][CH:34]=[CH:33][CH:32]=2)[C:28]2[CH:37]=[C:38]([O:43][CH3:44])[C:39]([CH:41]=O)=[CH:40][C:27]=2[S:26](=[O:46])(=[O:45])[CH2:25]1)[CH2:21][CH2:22][CH3:23]. Product: [CH2:20]([C@@:24]1([CH2:47][CH3:48])[NH:30][C@H:29]([C:31]2[CH:36]=[CH:35][CH:34]=[CH:33][CH:32]=2)[C:28]2[CH:37]=[C:38]([O:43][CH3:44])[C:39](/[CH:41]=[CH:1]/[P:10](=[O:17])([O:11][CH2:12][CH3:13])[O:14][CH2:15][CH3:16])=[CH:40][C:27]=2[S:26](=[O:45])(=[O:46])[CH2:25]1)[CH2:21][CH2:22][CH3:23]. The catalyst class is: 1. (9) Reactant: [C:1]([O:4][C@@H:5]1[O:22][CH2:21][C@@H:16]([O:17][C:18](=[O:20])[CH3:19])[C@H:11]([O:12][C:13](=[O:15])[CH3:14])[C@H:6]1[O:7][C:8](=[O:10])[CH3:9])(=O)[CH3:2].[Sn](Cl)(Cl)(Cl)Cl.[CH3:28][CH:29]([CH2:35][CH2:36][CH2:37][CH:38]([CH3:50])[CH2:39][CH2:40][CH2:41][CH:42]([CH3:49])[CH2:43][CH2:44][CH2:45][CH:46]([CH3:48])[CH3:47])[CH2:30][CH2:31]CCO.O.C(=O)(O)[O-].[Na+]. Product: [C:8]([O:7][C@@H:6]1[C@@H:11]([O:12][C:13](=[O:15])[CH3:14])[C@H:16]([O:17][C:18](=[O:20])[CH3:19])[CH2:21][O:22][C@H:5]1[O:4][CH2:1][CH2:2][CH2:31][CH2:30][CH:29]([CH3:28])[CH2:35][CH2:36][CH2:37][CH:38]([CH3:50])[CH2:39][CH2:40][CH2:41][CH:42]([CH3:49])[CH2:43][CH2:44][CH2:45][CH:46]([CH3:48])[CH3:47])(=[O:10])[CH3:9]. The catalyst class is: 2.